From a dataset of Forward reaction prediction with 1.9M reactions from USPTO patents (1976-2016). Predict the product of the given reaction. (1) Given the reactants [C:1]([NH:5][C:6]([C:8]1[C:16]2[C:11](=[N:12][CH:13]=[C:14]([C:17]3[C:25]4[C:20](=[CH:21][CH:22]=[C:23]([O:26][CH:27]([F:29])[F:28])[CH:24]=4)[N:19]([CH2:30][C:31]([NH:33][CH3:34])=[O:32])[N:18]=3)[N:15]=2)[N:10](COCC[Si](C)(C)C)[CH:9]=1)=[O:7])([CH3:4])([CH3:3])[CH3:2].FC(F)(F)C(O)=O, predict the reaction product. The product is: [C:1]([NH:5][C:6]([C:8]1[C:16]2[C:11](=[N:12][CH:13]=[C:14]([C:17]3[C:25]4[C:20](=[CH:21][CH:22]=[C:23]([O:26][CH:27]([F:28])[F:29])[CH:24]=4)[N:19]([CH2:30][C:31]([NH:33][CH3:34])=[O:32])[N:18]=3)[N:15]=2)[NH:10][CH:9]=1)=[O:7])([CH3:4])([CH3:3])[CH3:2]. (2) Given the reactants Cl[C:2]1[C:3]2[CH:31]=[C:30]([Cl:32])[CH:29]=[CH:28][C:4]=2[N:5]([CH2:19][C:20]2[CH:25]=[CH:24][C:23]([O:26][CH3:27])=[CH:22][CH:21]=2)[C:6](=[O:18])[CH:7]([CH2:9][CH2:10][C:11]2[CH:16]=[CH:15][CH:14]=[CH:13][C:12]=2[Cl:17])[N:8]=1.[O:33]=[C:34]1[N:51](C(OC(C)(C)C)=O)[C:37]2=[N:38][CH:39]=[C:40](B3OC(C)(C)C(C)(C)O3)[CH:41]=[C:36]2[N:35]1[C:59]([O:61][C:62]([CH3:65])([CH3:64])[CH3:63])=[O:60].C(=O)([O-])[O-].[Cs+].[Cs+].[Cl-].[Li+], predict the reaction product. The product is: [Cl:32][C:30]1[CH:29]=[CH:28][C:4]2[N:5]([CH2:19][C:20]3[CH:21]=[CH:22][C:23]([O:26][CH3:27])=[CH:24][CH:25]=3)[C:6](=[O:18])[CH:7]([CH2:9][CH2:10][C:11]3[CH:16]=[CH:15][CH:14]=[CH:13][C:12]=3[Cl:17])[N:8]=[C:2]([C:40]3[CH:41]=[C:36]4[N:35]([C:59]([O:61][C:62]([CH3:63])([CH3:64])[CH3:65])=[O:60])[C:34](=[O:33])[NH:51][C:37]4=[N:38][CH:39]=3)[C:3]=2[CH:31]=1. (3) Given the reactants Br[C:2]1[N:7]=[C:6]([O:8][CH3:9])[C:5]([NH2:10])=[CH:4][CH:3]=1.[CH3:11][N:12]1[C:16]([CH3:17])=[C:15](B2OC(C)(C)C(C)(C)O2)[CH:14]=[N:13]1, predict the reaction product. The product is: [CH3:11][N:12]1[C:16]([CH3:17])=[C:15]([C:2]2[N:7]=[C:6]([O:8][CH3:9])[C:5]([NH2:10])=[CH:4][CH:3]=2)[CH:14]=[N:13]1. (4) Given the reactants [Br-:1].[Br-:2].[Br-].[NH+]1C=CC=CC=1.[NH+]1C=CC=CC=1.[NH+]1C=CC=CC=1.[NH:22]1[C:30]2[C:25](=[CH:26][CH:27]=[CH:28][N:29]=2)[CH:24]=[CH:23]1.CC([OH:35])(C)C, predict the reaction product. The product is: [Br:1][C:24]1([Br:2])[C:25]2[C:30](=[N:29][CH:28]=[CH:27][CH:26]=2)[NH:22][C:23]1=[O:35]. (5) Given the reactants [NH2:1][C:2]1[C:7]([Br:8])=[CH:6][CH:5]=[CH:4][C:3]=1[NH:9][CH2:10][C@@H:11]1[CH2:15][CH2:14][N:13]([C:16]([CH:18]2[CH2:20][CH2:19]2)=[O:17])[CH2:12]1.[O:21]1[C:25]2[CH:26]=[CH:27][C:28]([C:30]3[CH:37]=[CH:36][C:33]([CH:34]=O)=[CH:32][CH:31]=3)=[CH:29][C:24]=2[CH:23]=[CH:22]1, predict the reaction product. The product is: [O:21]1[C:25]2[CH:26]=[CH:27][C:28]([C:30]3[CH:37]=[CH:36][C:33]([C:34]4[N:9]([CH2:10][C@@H:11]5[CH2:15][CH2:14][N:13]([C:16]([CH:18]6[CH2:19][CH2:20]6)=[O:17])[CH2:12]5)[C:3]5[CH:4]=[CH:5][CH:6]=[C:7]([Br:8])[C:2]=5[N:1]=4)=[CH:32][CH:31]=3)=[CH:29][C:24]=2[CH:23]=[CH:22]1. (6) Given the reactants CC([Si](C(C)C)(C(C)C)[N:5]1[CH:9]=[CH:8][C:7](B(O)O)=[CH:6]1)C.Cl[C:20]1[CH:25]=[CH:24][N:23]=[C:22]([S:26][CH3:27])[N:21]=1, predict the reaction product. The product is: [CH3:27][S:26][C:22]1[N:23]=[C:24]([C:7]2[CH:8]=[CH:9][NH:5][CH:6]=2)[CH:25]=[CH:20][N:21]=1. (7) Given the reactants [Cl:1][CH2:2][CH2:3][CH2:4][C:5](Cl)=[O:6].[NH2:8][C:9]1[CH:14]=[CH:13][C:12]([CH:15]([C:27]2[CH:32]=[CH:31][C:30]([Cl:33])=[CH:29][C:28]=2[CH3:34])[CH2:16][C:17]([C:19]2[CH:20]=[CH:21][C:22](=[O:26])[N:23]([CH3:25])[CH:24]=2)=[O:18])=[CH:11][CH:10]=1, predict the reaction product. The product is: [Cl:1][CH2:2][CH2:3][CH2:4][C:5]([NH:8][C:9]1[CH:14]=[CH:13][C:12]([CH:15]([C:27]2[CH:32]=[CH:31][C:30]([Cl:33])=[CH:29][C:28]=2[CH3:34])[CH2:16][C:17]([C:19]2[CH:20]=[CH:21][C:22](=[O:26])[N:23]([CH3:25])[CH:24]=2)=[O:18])=[CH:11][CH:10]=1)=[O:6]. (8) Given the reactants [NH2:1][C:2]1[CH:10]=[C:9]2[C:5]([CH2:6][C:7](=[O:11])[NH:8]2)=[C:4]([C:12]([F:15])([F:14])[F:13])[CH:3]=1.[O:16]=[C:17]1[C:25]2[C:20](=[CH:21][CH:22]=[CH:23][CH:24]=2)[C:19](=[O:26])N1C(OCC)=O.C(N(CC)CC)C.O, predict the reaction product. The product is: [O:11]=[C:7]1[CH2:6][C:5]2[C:9](=[CH:10][C:2]([N:1]3[C:17](=[O:16])[C:25]4[C:20](=[CH:21][CH:22]=[CH:23][CH:24]=4)[C:19]3=[O:26])=[CH:3][C:4]=2[C:12]([F:15])([F:13])[F:14])[NH:8]1. (9) The product is: [N:34]1([CH2:37][CH2:38][O:39][C:21]2[C:20]([C:27]3[CH:28]=[CH:29][CH:30]=[CH:31][CH:32]=3)=[C:19]([Cl:33])[C:18]3[C:23](=[CH:24][CH:25]=[C:16]([C:8]([C:5]4[CH:6]=[CH:7][C:2]([Cl:1])=[CH:3][CH:4]=4)([C:10]4[N:14]([CH3:15])[CH:13]=[N:12][CH:11]=4)[OH:9])[CH:17]=3)[N:22]=2)[CH2:36][CH2:35]1. Given the reactants [Cl:1][C:2]1[CH:7]=[CH:6][C:5]([C:8]([C:16]2[CH:17]=[C:18]3[C:23](=[CH:24][CH:25]=2)[N:22]=[C:21](Cl)[C:20]([C:27]2[CH:32]=[CH:31][CH:30]=[CH:29][CH:28]=2)=[C:19]3[Cl:33])([C:10]2[N:14]([CH3:15])[CH:13]=[N:12][CH:11]=2)[OH:9])=[CH:4][CH:3]=1.[N:34]1([CH2:37][CH2:38][OH:39])[CH2:36][CH2:35]1.C1(C)C=CC=CC=1.[H-].[Na+], predict the reaction product. (10) Given the reactants [F:1][C:2]([F:12])([F:11])[C:3]1[CH:10]=[CH:9][CH:8]=[CH:7][C:4]=1[CH:5]=O.F[B-](F)(F)F.[CH:18]1([S+](C2C=CC=CC=2)C2C=CC=CC=2)[CH2:20][CH2:19]1.CC([O-:38])(C)C.[K+], predict the reaction product. The product is: [F:1][C:2]([F:12])([F:11])[C:3]1[CH:10]=[CH:9][CH:8]=[CH:7][C:4]=1[CH:5]1[CH2:20][CH2:18][C:19]1=[O:38].